Dataset: Forward reaction prediction with 1.9M reactions from USPTO patents (1976-2016). Task: Predict the product of the given reaction. (1) Given the reactants [C:1]([O:5][C:6]([NH:8][CH:9]([C:13]1[CH:18]=[CH:17][C:16]([O:19][CH2:20][CH2:21][CH2:22][O:23][CH3:24])=[CH:15][CH:14]=1)[C:10]([OH:12])=[O:11])=[O:7])([CH3:4])([CH3:3])[CH3:2].C(OC(NC(C1C=CC(OCCN2CCCC2)=CC=1)C(O)=O)=O)(C)(C)C.BrCCCOC, predict the reaction product. The product is: [C:1]([O:5][C:6]([NH:8][C@H:9]([C:13]1[CH:14]=[CH:15][C:16]([O:19][CH2:20][CH2:21][CH2:22][O:23][CH3:24])=[CH:17][CH:18]=1)[C:10]([OH:12])=[O:11])=[O:7])([CH3:4])([CH3:3])[CH3:2]. (2) Given the reactants F[C:2]1[CH:7]=[CH:6][CH:5]=[CH:4][C:3]=1[CH:8]1[CH2:13][CH2:12][CH2:11][N:10]([C:14]([C:16]2[CH:21]=[CH:20][N:19]=[C:18]([N:22]([CH3:24])[CH3:23])[CH:17]=2)=[O:15])[CH2:9]1.Cl.[CH3:26]C1C=C(C2CCCNC2)C=CC=1.CN(C)C1C=C(C=CN=1)C(O)=O, predict the reaction product. The product is: [CH3:23][N:22]([CH3:24])[C:18]1[CH:17]=[C:16]([C:14]([N:10]2[CH2:11][CH2:12][CH2:13][CH:8]([C:3]3[CH:4]=[CH:5][CH:6]=[C:7]([CH3:26])[CH:2]=3)[CH2:9]2)=[O:15])[CH:21]=[CH:20][N:19]=1. (3) The product is: [Br:2][C:3]1[CH:4]=[C:5]([CH2:8][O:9][CH:10]2[CH2:11][N:12]([C:58](=[O:59])/[CH:57]=[CH:56]/[C:51]3[CH:50]=[C:49]4[C:54](=[N:53][CH:52]=3)[NH:55][C:46](=[O:45])[CH2:47][CH2:48]4)[CH2:13]2)[S:6][CH:7]=1. Given the reactants Cl.[Br:2][C:3]1[CH:4]=[C:5]([CH2:8][O:9][CH:10]2[CH2:13][NH:12][CH2:11]2)[S:6][CH:7]=1.CCN=C=NCCCN(C)C.C1C=CC2N(O)N=NC=2C=1.C(N(C(C)C)CC)(C)C.Cl.[O:45]=[C:46]1[NH:55][C:54]2[N:53]=[CH:52][C:51](/[CH:56]=[CH:57]/[C:58](O)=[O:59])=[CH:50][C:49]=2[CH2:48][CH2:47]1, predict the reaction product. (4) Given the reactants [H-].[Al+3].[Li+].[H-].[H-].[H-].FC(F)(F)C(O)=O.[NH2:14][C@@H:15]([CH2:21][C:22]1[CH:27]=[CH:26][CH:25]=[C:24]([Cl:28])[CH:23]=1)[C:16]([N:18]([CH3:20])[CH3:19])=O.C(OCC)(=O)C.[OH-].[Na+], predict the reaction product. The product is: [ClH:28].[Cl:28][C:24]1[CH:23]=[C:22]([CH2:21][C@H:15]([NH2:14])[CH2:16][N:18]([CH3:20])[CH3:19])[CH:27]=[CH:26][CH:25]=1. (5) Given the reactants [C:1]([O:5][C:6](=[O:27])[NH:7][CH2:8][C:9]1[CH:14]=[C:13]([O:15][C:16]2[CH:21]=[C:20]([F:22])[CH:19]=[CH:18][C:17]=2[F:23])[CH:12]=[CH:11][C:10]=1[N+:24]([O-])=O)([CH3:4])([CH3:3])[CH3:2].[Cl-].[NH4+].C(O)C, predict the reaction product. The product is: [C:1]([O:5][C:6](=[O:27])[NH:7][CH2:8][C:9]1[CH:14]=[C:13]([O:15][C:16]2[CH:21]=[C:20]([F:22])[CH:19]=[CH:18][C:17]=2[F:23])[CH:12]=[CH:11][C:10]=1[NH2:24])([CH3:4])([CH3:2])[CH3:3]. (6) Given the reactants [CH3:1][O:2][CH2:3][CH2:4][N:5]1[CH:14]([C:15]2[S:16][CH:17]=[CH:18][CH:19]=2)[CH:13]([C:20](O)=[O:21])[C:12]2[C:7](=[CH:8][C:9]([N+:23]([O-:25])=[O:24])=[CH:10][CH:11]=2)[C:6]1=[O:26].[CH3:27][O:28][C:29]1[CH:30]=[C:31]([CH:33]=[CH:34][CH:35]=1)[NH2:32].N=C=N, predict the reaction product. The product is: [CH3:1][O:2][CH2:3][CH2:4][N:5]1[CH:14]([C:15]2[S:16][CH:17]=[CH:18][CH:19]=2)[CH:13]([C:20]([NH:32][C:31]2[CH:33]=[CH:34][CH:35]=[C:29]([O:28][CH3:27])[CH:30]=2)=[O:21])[C:12]2[C:7](=[CH:8][C:9]([N+:23]([O-:25])=[O:24])=[CH:10][CH:11]=2)[C:6]1=[O:26].